The task is: Predict the reaction yield, written as a fraction of the theoretical maximum amount of product (1.0 means a 100% yield; for example, 0.34 means a 34% yield).. This data is from Reaction yield outcomes from USPTO patents with 853,638 reactions. The reactants are [CH3:1][N:2]1[CH2:7][CH2:6][N:5]([CH2:8][C:9]2[CH:14]=[CH:13][C:12]([N+:15]([O-])=O)=[CH:11][CH:10]=2)[CH2:4][CH2:3]1.CO.[Cl-].[NH4+]. The catalyst is [Zn].C(OCC)C. The product is [CH3:1][N:2]1[CH2:7][CH2:6][N:5]([CH2:8][C:9]2[CH:14]=[CH:13][C:12]([NH2:15])=[CH:11][CH:10]=2)[CH2:4][CH2:3]1. The yield is 0.770.